The task is: Predict the product of the given reaction.. This data is from Forward reaction prediction with 1.9M reactions from USPTO patents (1976-2016). (1) The product is: [CH3:4][O:5][C:6]1[CH:7]=[C:8]([C:18]2[N:22]3[CH2:23][CH2:24][CH2:25][C:26]([C:49]([OH:48])([CH3:45])[CH3:1])([O:32][C:33]4[CH:38]=[CH:37][C:36]([C:39]([F:41])([F:42])[F:40])=[CH:35][CH:34]=4)[C:21]3=[N:20][N:19]=2)[CH:9]=[CH:10][C:11]=1[C:12]1[O:16][C:15]([CH3:17])=[N:14][CH:13]=1. Given the reactants [CH3:1][Mg]Br.[CH3:4][O:5][C:6]1[CH:7]=[C:8]([C:18]2[N:22]3[CH2:23][CH2:24][CH2:25][C:26]([O:32][C:33]4[CH:38]=[CH:37][C:36]([C:39]([F:42])([F:41])[F:40])=[CH:35][CH:34]=4)(C(OCC)=O)[C:21]3=[N:20][N:19]=2)[CH:9]=[CH:10][C:11]=1[C:12]1[O:16][C:15]([CH3:17])=[N:14][CH:13]=1.[Cl-].[NH4+].[CH2:45]1[CH2:49][O:48]CC1, predict the reaction product. (2) Given the reactants CC([O:5][C:6]([N:8]1[CH2:13][CH2:12][CH:11]([C:14]2[C:19]([F:20])=[CH:18][C:17]([N:21]3[CH2:25][C@H:24]([CH2:26][N:27]=[N+]=[N-])[O:23][C:22]3=[O:30])=[CH:16][C:15]=2[F:31])[CH2:10][CH2:9]1)=[O:7])(C)C, predict the reaction product. The product is: [C:14]1([CH2:11][O:5][C:6]([N:8]2[CH2:13][CH2:12][CH:11]([C:14]3[C:19]([F:20])=[CH:18][C:17]([N:21]4[CH2:25][C@H:24]([CH2:26][NH:27][C:24](=[O:23])[CH3:25])[O:23][C:22]4=[O:30])=[CH:16][C:15]=3[F:31])[CH2:10][CH2:9]2)=[O:7])[CH:19]=[CH:18][CH:17]=[CH:16][CH:15]=1. (3) Given the reactants [OH:1][C:2]1[CH:20]=[C:19]([OH:21])[CH:18]=[CH:17][C:3]=1[C:4]([C:6]1[CH:7]=[C:8]2[C:13](=[CH:14][CH:15]=1)[O:12][C:11](=[O:16])[CH2:10][CH2:9]2)=[O:5].[CH:22]1(O)[CH2:26][CH2:25][CH2:24][CH2:23]1.C1(P(C2C=CC=CC=2)C2C=CC=CC=2)C=CC=CC=1.C(OCC)(=O)C, predict the reaction product. The product is: [CH:22]1([O:21][C:19]2[CH:18]=[CH:17][C:3]([C:4]([C:6]3[CH:7]=[C:8]4[C:13](=[CH:14][CH:15]=3)[O:12][C:11](=[O:16])[CH2:10][CH2:9]4)=[O:5])=[C:2]([OH:1])[CH:20]=2)[CH2:26][CH2:25][CH2:24][CH2:23]1. (4) Given the reactants [CH3:1][C:2]1[O:6][N:5]=[C:4]([C:7]2[CH:12]=[CH:11][CH:10]=[C:9]([C:13]([F:16])([F:15])[F:14])[CH:8]=2)[C:3]=1[C:17]([OH:19])=O.Cl.C(N=C=NCCCN(C)C)C.[CH3:32][O:33][C:34]1[CH:39]=[CH:38][CH:37]=[CH:36][C:35]=1[N:40]1[CH2:45][CH2:44][NH:43][CH2:42][CH2:41]1, predict the reaction product. The product is: [CH3:32][O:33][C:34]1[CH:39]=[CH:38][CH:37]=[CH:36][C:35]=1[N:40]1[CH2:45][CH2:44][N:43]([C:17]([C:3]2[C:4]([C:7]3[CH:12]=[CH:11][CH:10]=[C:9]([C:13]([F:14])([F:15])[F:16])[CH:8]=3)=[N:5][O:6][C:2]=2[CH3:1])=[O:19])[CH2:42][CH2:41]1. (5) Given the reactants [NH2:1][C:2]1[CH:7]=[CH:6][C:5]([SH:8])=[CH:4][CH:3]=1.C(N(CC)CC)C.C1(CC(Cl)=O)CC1.[CH2:23]1[CH2:27][O:26][CH2:25][CH2:24]1, predict the reaction product. The product is: [SH:8][C:5]1[CH:6]=[CH:7][C:2]([NH:1][C:25]([CH:24]2[CH2:23][CH2:27]2)=[O:26])=[CH:3][CH:4]=1. (6) The product is: [C:21]1([C:10]2[N:11]=[CH:12][N:13]=[C:8]([C:4]3[CH:3]=[CH:2][CH:7]=[CH:6][CH:5]=3)[N:9]=2)[CH:26]=[CH:25][CH:24]=[CH:23][CH:22]=1. Given the reactants Br[C:2]1[CH:3]=[C:4]([C:8]2[N:13]=[C:12](C3C=CC=C(Br)C=3)[N:11]=[C:10]([C:21]3[CH:26]=[CH:25][CH:24]=[CH:23][CH:22]=3)[N:9]=2)[CH:5]=[CH:6][CH:7]=1.CC1(C)C2=CC3NC4C(C=3C=C2C2C1=CC=CC=2)=CC=CC=4.C(P(C(C)(C)C)C(C)(C)C)(C)(C)C, predict the reaction product. (7) The product is: [C:1]([O:5][C:6](=[O:19])[NH:7][C:8]1[CH:13]=[C:12]([N:14]([CH3:15])[CH3:16])[C:11]([CH3:17])=[CH:10][C:9]=1[NH:18][C:25](=[O:24])[CH2:26][C:27]([C:29]1[CH:34]=[CH:33][CH:32]=[C:31]([C:35]2[O:39][N:38]=[C:37]([CH3:40])[CH:36]=2)[CH:30]=1)=[O:28])([CH3:4])([CH3:2])[CH3:3]. Given the reactants [C:1]([O:5][C:6](=[O:19])[NH:7][C:8]1[CH:13]=[C:12]([N:14]([CH3:16])[CH3:15])[C:11]([CH3:17])=[CH:10][C:9]=1[NH2:18])([CH3:4])([CH3:3])[CH3:2].C([O:24][C:25](=O)[CH2:26][C:27]([C:29]1[CH:34]=[CH:33][CH:32]=[C:31]([C:35]2[O:39][N:38]=[C:37]([CH3:40])[CH:36]=2)[CH:30]=1)=[O:28])(C)(C)C, predict the reaction product. (8) Given the reactants Cl[C:2]1[CH:7]=[CH:6][C:5]([CH:8]2[CH2:10][CH:9]2[C:11]([OH:13])=[O:12])=[CH:4][CH:3]=1.[F:14]C1C=CC(C=C)=CC=1, predict the reaction product. The product is: [F:14][C:2]1[CH:7]=[CH:6][C:5]([C@@H:8]2[CH2:10][C@H:9]2[C:11]([OH:13])=[O:12])=[CH:4][CH:3]=1. (9) Given the reactants [Cl:1][C:2]1[CH:10]=[C:9]2[C:5]([C:6]([C:11]([O:13]C)=[O:12])=[CH:7][NH:8]2)=[CH:4][C:3]=1[C:15]1[CH:20]=[CH:19][C:18]([C:21]([CH3:25])([CH3:24])[CH2:22][OH:23])=[C:17]([O:26][CH3:27])[CH:16]=1.[OH-].[Na+], predict the reaction product. The product is: [Cl:1][C:2]1[CH:10]=[C:9]2[C:5]([C:6]([C:11]([OH:13])=[O:12])=[CH:7][NH:8]2)=[CH:4][C:3]=1[C:15]1[CH:20]=[CH:19][C:18]([C:21]([CH3:25])([CH3:24])[CH2:22][OH:23])=[C:17]([O:26][CH3:27])[CH:16]=1. (10) Given the reactants [OH:1][CH2:2][C@H:3]([OH:14])[CH2:4][S:5][C:6]1[CH:11]=[CH:10][CH:9]=[CH:8][C:7]=1[O:12][CH3:13].N1C=CC=CC=1.[C:21]1([C:27](Cl)([C:34]2[CH:39]=[CH:38][CH:37]=[CH:36][CH:35]=2)[C:28]2[CH:33]=[CH:32][CH:31]=[CH:30][CH:29]=2)[CH:26]=[CH:25][CH:24]=[CH:23][CH:22]=1, predict the reaction product. The product is: [C:21]1([C:27]([C:28]2[CH:29]=[CH:30][CH:31]=[CH:32][CH:33]=2)([C:34]2[CH:35]=[CH:36][CH:37]=[CH:38][CH:39]=2)[O:1][CH2:2][C@H:3]([OH:14])[CH2:4][S:5][C:6]2[CH:11]=[CH:10][CH:9]=[CH:8][C:7]=2[O:12][CH3:13])[CH:22]=[CH:23][CH:24]=[CH:25][CH:26]=1.